Dataset: Forward reaction prediction with 1.9M reactions from USPTO patents (1976-2016). Task: Predict the product of the given reaction. (1) Given the reactants [F:1][C:2]1[CH:3]=[CH:4][CH:5]=[C:6]2[C:11]=1[O:10][CH2:9][CH2:8][C@H:7]2[NH:12]C(=O)COC, predict the reaction product. The product is: [F:1][C:2]1[CH:3]=[CH:4][CH:5]=[C:6]2[C:11]=1[O:10][CH2:9][CH2:8][C@H:7]2[NH2:12]. (2) The product is: [CH3:11][O:10][C:8]([C:5]1[N:6]=[CH:7][C:2]([N:15]2[CH2:14][CH2:13][N:12]([C:18]([O:20][C:21]([CH3:24])([CH3:23])[CH3:22])=[O:19])[CH2:17][CH2:16]2)=[CH:3][CH:4]=1)=[O:9]. Given the reactants Br[C:2]1[CH:3]=[CH:4][C:5]([C:8]([O:10][CH3:11])=[O:9])=[N:6][CH:7]=1.[N:12]1([C:18]([O:20][C:21]([CH3:24])([CH3:23])[CH3:22])=[O:19])[CH2:17][CH2:16][NH:15][CH2:14][CH2:13]1.C1C=CC(P(C2C(C3C(P(C4C=CC=CC=4)C4C=CC=CC=4)=CC=C4C=3C=CC=C4)=C3C(C=CC=C3)=CC=2)C2C=CC=CC=2)=CC=1.C([O-])([O-])=O.[Cs+].[Cs+], predict the reaction product. (3) Given the reactants [C:1]([C:4]1[CH:5]=[CH:6][C:7]2[O:12][CH2:11][C:10](=[O:13])[NH:9][C:8]=2[CH:14]=1)([OH:3])=O.C1N=CN(C(N2C=NC=C2)=O)C=1.O[N:28]=[C:29]([C:31]1[CH:36]=[CH:35][CH:34]=[CH:33][CH:32]=1)[NH2:30], predict the reaction product. The product is: [C:31]1([C:29]2[N:30]=[C:1]([C:4]3[CH:5]=[CH:6][C:7]4[O:12][CH2:11][C:10](=[O:13])[NH:9][C:8]=4[CH:14]=3)[O:3][N:28]=2)[CH:36]=[CH:35][CH:34]=[CH:33][CH:32]=1. (4) The product is: [CH3:25][O:26][C:27]1[CH:28]=[C:29]([CH:35]=[CH:36][C:37]=1[O:38][CH3:39])[CH2:30][C:31]1([NH:34][CH2:21][CH:20]([C:12]2[C:13]3[O:18][CH2:17][C:16](=[O:19])[NH:15][C:14]=3[C:9]([OH:8])=[CH:10][CH:11]=2)[OH:24])[CH2:32][CH2:33]1. Given the reactants C([O:8][C:9]1[C:14]2[NH:15][C:16](=[O:19])[CH2:17][O:18][C:13]=2[C:12]([C:20](=[O:24])[CH:21](O)O)=[CH:11][CH:10]=1)C1C=CC=CC=1.[CH3:25][O:26][C:27]1[CH:28]=[C:29]([CH:35]=[CH:36][C:37]=1[O:38][CH3:39])[CH2:30][C:31]1([NH2:34])[CH2:33][CH2:32]1.FC(F)(F)C([O-])=O, predict the reaction product.